Predict the reactants needed to synthesize the given product. From a dataset of Full USPTO retrosynthesis dataset with 1.9M reactions from patents (1976-2016). (1) Given the product [CH2:1]([C@@H:8]([CH2:12][CH2:13][C@H:14]([CH2:32][C:33]1[CH:34]=[CH:35][CH:36]=[CH:37][CH:38]=1)[C:15]([NH:16][C@H:17]1[CH2:23][CH2:22][CH2:21][CH2:20][N:19]([C:24]2[CH:25]=[CH:26][CH:27]=[CH:28][CH:29]=2)[C:18]1=[O:30])=[O:31])[C:9]([NH:40][C@H:41]1[CH2:47][CH2:46][S:45][C@H:44]2[CH2:48][CH2:49][CH2:50][C@@H:51]([CH2:52][O:53][CH3:54])[N:43]2[C:42]1=[O:55])=[O:10])[C:2]1[CH:7]=[CH:6][CH:5]=[CH:4][CH:3]=1, predict the reactants needed to synthesize it. The reactants are: [CH2:1]([C@@H:8]([CH2:12][CH2:13][C@H:14]([CH2:32][C:33]1[CH:38]=[CH:37][CH:36]=[CH:35][CH:34]=1)[C:15](=[O:31])[NH:16][C@@H:17]1[CH2:23][CH2:22][CH2:21][CH2:20][N:19]([C:24]2[CH:29]=[CH:28][CH:27]=[CH:26][CH:25]=2)[C:18]1=[O:30])[C:9](O)=[O:10])[C:2]1[CH:7]=[CH:6][CH:5]=[CH:4][CH:3]=1.Cl.[NH2:40][C@H:41]1[CH2:47][CH2:46][S:45][C@H:44]2[CH2:48][CH2:49][CH2:50][C@@H:51]([CH2:52][O:53][CH3:54])[N:43]2[C:42]1=[O:55]. (2) Given the product [C:11]([O:15][C:16]([N:18]1[CH2:19][CH2:20][CH:21]([CH2:24][N:25]2[CH2:30][CH2:29][N:28]([S:31]([C:34]3[CH:35]=[CH:36][C:37]([CH:40]=[O:41])=[CH:38][CH:39]=3)(=[O:32])=[O:33])[CH2:27][C:26]2=[O:42])[CH2:22][CH2:23]1)=[O:17])([CH3:14])([CH3:12])[CH3:13], predict the reactants needed to synthesize it. The reactants are: C(Cl)(=O)C(Cl)=O.CS(C)=O.[C:11]([O:15][C:16]([N:18]1[CH2:23][CH2:22][CH:21]([CH2:24][N:25]2[CH2:30][CH2:29][N:28]([S:31]([C:34]3[CH:39]=[CH:38][C:37]([CH2:40][OH:41])=[CH:36][CH:35]=3)(=[O:33])=[O:32])[CH2:27][C:26]2=[O:42])[CH2:20][CH2:19]1)=[O:17])([CH3:14])([CH3:13])[CH3:12].C(N(CC)CC)C. (3) Given the product [F:13][C:14]1([F:22])[CH2:19][C@H:18]2[CH2:20][C@@H:15]1[CH2:16][C@@H:17]2[N:27]1[C:23](=[O:33])[C:24]2[C:25](=[CH:29][CH:30]=[CH:31][CH:32]=2)[C:26]1=[O:28], predict the reactants needed to synthesize it. The reactants are: N(C(OCC)=O)=NC(OCC)=O.[F:13][C:14]1([F:22])[CH2:19][C@H:18]2[CH2:20][C@@H:15]1[CH2:16][C@H:17]2O.[C:23]1(=[O:33])[NH:27][C:26](=[O:28])[C:25]2=[CH:29][CH:30]=[CH:31][CH:32]=[C:24]12.C1(P(C2C=CC=CC=2)C2C=CC=CC=2)C=CC=CC=1. (4) Given the product [F:1][C:2]1[CH:7]=[CH:6][C:5]([F:8])=[CH:4][C:3]=1[C@@H:9]1[C@@H:14]([NH:15][C:16](=[O:22])[O:17][C:18]([CH3:19])([CH3:20])[CH3:21])[CH2:13][C:12](=[O:23])[CH2:11][O:10]1, predict the reactants needed to synthesize it. The reactants are: [F:1][C:2]1[CH:7]=[CH:6][C:5]([F:8])=[CH:4][C:3]=1[C@@H:9]1[C@@H:14]([NH:15][C:16](=[O:22])[O:17][C:18]([CH3:21])([CH3:20])[CH3:19])[CH2:13][CH:12]([OH:23])[CH2:11][O:10]1.C(#N)C.C(O)(=O)C.CC(O)C.